From a dataset of Reaction yield outcomes from USPTO patents with 853,638 reactions. Predict the reaction yield, written as a fraction of the theoretical maximum amount of product (1.0 means a 100% yield; for example, 0.34 means a 34% yield). The reactants are [F:1][CH:2]([F:33])[C:3]1[N:7]([C:8]2[N:13]=[C:12]([N:14]3[CH2:19][CH2:18][O:17][CH2:16][CH2:15]3)[N:11]=[C:10]([N:20]3[CH2:25][CH2:24][CH:23]([NH2:26])[CH2:22][CH2:21]3)[N:9]=2)[C:6]2[CH:27]=[CH:28][CH:29]=[C:30]([O:31][CH3:32])[C:5]=2[N:4]=1.[Cl:34][CH2:35][S:36](Cl)(=[O:38])=[O:37].C([O-])([O-])=O.[K+].[K+]. The catalyst is C(Cl)Cl. The product is [Cl:34][CH2:35][S:36]([NH:26][CH:23]1[CH2:24][CH2:25][N:20]([C:10]2[N:9]=[C:8]([N:7]3[C:6]4[CH:27]=[CH:28][CH:29]=[C:30]([O:31][CH3:32])[C:5]=4[N:4]=[C:3]3[CH:2]([F:1])[F:33])[N:13]=[C:12]([N:14]3[CH2:19][CH2:18][O:17][CH2:16][CH2:15]3)[N:11]=2)[CH2:21][CH2:22]1)(=[O:38])=[O:37]. The yield is 0.560.